This data is from Forward reaction prediction with 1.9M reactions from USPTO patents (1976-2016). The task is: Predict the product of the given reaction. (1) Given the reactants [CH2:1]([C@H:8]1[CH2:12][O:11][C:10](=[O:13])[NH:9]1)[C:2]1[CH:7]=[CH:6][CH:5]=[CH:4][CH:3]=1.CC([O-])(C)C.[K+].Br[CH2:21][C:22]1[CH:27]=[C:26]([C:28]([F:31])([F:30])[F:29])[CH:25]=[CH:24][C:23]=1[C:32]1[CH:33]=[C:34]([C:40]2[CH:45]=[CH:44][C:43]([C:46]([O:48]C)=[O:47])=[CH:42][C:41]=2[CH3:50])[CH:35]=[CH:36][C:37]=1[O:38][CH3:39], predict the reaction product. The product is: [CH2:1]([C@H:8]1[CH2:12][O:11][C:10](=[O:13])[N:9]1[CH2:21][C:22]1[CH:27]=[C:26]([C:28]([F:31])([F:30])[F:29])[CH:25]=[CH:24][C:23]=1[C:32]1[CH:33]=[C:34]([C:40]2[CH:45]=[CH:44][C:43]([C:46]([OH:48])=[O:47])=[CH:42][C:41]=2[CH3:50])[CH:35]=[CH:36][C:37]=1[O:38][CH3:39])[C:2]1[CH:3]=[CH:4][CH:5]=[CH:6][CH:7]=1. (2) Given the reactants [CH2:1]([O:8][C:9]1[CH:10]=[C:11]2[C:16](=[CH:17][C:18]=1[O:19][CH3:20])[CH:15]([CH2:21]S(C1N(C3C=CC=CC=3)N=NN=1)(=O)=O)[N:14](C(OC(C)(C)C)=O)[CH2:13][CH2:12]2)[C:2]1[CH:7]=[CH:6][CH:5]=[CH:4][CH:3]=1.[CH:43]([C:45]1[C:46]([CH3:67])=[CH:47][C:48]([O:65][CH3:66])=[C:49]([CH:64]=1)[O:50][CH2:51][CH:52]1[CH2:57][CH2:56][N:55](C(OC(C)C)=O)[CH2:54][CH2:53]1)=O.C[Si]([N-][Si](C)(C)C)(C)C.[Li+], predict the reaction product. The product is: [CH2:1]([O:8][C:9]1[CH:10]=[C:11]2[C:16](=[CH:17][C:18]=1[O:19][CH3:20])[CH:15](/[CH:21]=[CH:43]/[C:45]1[CH:64]=[C:49]([O:50][CH2:51][CH:52]3[CH2:53][CH2:54][NH:55][CH2:56][CH2:57]3)[C:48]([O:65][CH3:66])=[CH:47][C:46]=1[CH3:67])[NH:14][CH2:13][CH2:12]2)[C:2]1[CH:7]=[CH:6][CH:5]=[CH:4][CH:3]=1. (3) Given the reactants [Cl:1][C:2]1[CH:3]=[C:4]([NH:8][C:9]([N:11]2[CH2:16][CH2:15][C:14]3[NH:17][N:18]=[C:19]([C:20]([O:22]CC)=[O:21])[C:13]=3[CH2:12]2)=[O:10])[CH:5]=[CH:6][CH:7]=1.[Li+].[OH-].C(OCC)(=O)C.Cl, predict the reaction product. The product is: [Cl:1][C:2]1[CH:3]=[C:4]([NH:8][C:9]([N:11]2[CH2:16][CH2:15][C:14]3[NH:17][N:18]=[C:19]([C:20]([OH:22])=[O:21])[C:13]=3[CH2:12]2)=[O:10])[CH:5]=[CH:6][CH:7]=1. (4) Given the reactants C1(COC2N=C(C(O)=O)C=CC=2C2CCOC2)CC1.[CH:20]1([CH2:23][O:24][C:25]2[N:30]=[C:29]([C:31]([OH:33])=O)[CH:28]=[CH:27][C:26]=2[CH:34]2[CH2:38][CH2:37][CH2:36][O:35]2)[CH2:22][CH2:21]1.[NH2:39][C@@H:40]([CH2:44][CH:45]([CH3:47])[CH3:46])[C:41]([NH2:43])=[O:42], predict the reaction product. The product is: [C:41]([C@@H:40]([NH:39][C:31]([C:29]1[CH:28]=[CH:27][C:26]([CH:34]2[CH2:38][CH2:37][CH2:36][O:35]2)=[C:25]([O:24][CH2:23][CH:20]2[CH2:21][CH2:22]2)[N:30]=1)=[O:33])[CH2:44][CH:45]([CH3:47])[CH3:46])(=[O:42])[NH2:43]. (5) Given the reactants [Br:1][C:2]1[CH:3]=[CH:4][C:5]([C:8]#[N:9])=[N:6][CH:7]=1.[NH4+].[Cl-].[N-:12]=[N+:13]=[N-:14].[Na+].Cl, predict the reaction product. The product is: [Br:1][C:2]1[CH:3]=[CH:4][C:5]([C:8]2[N:12]=[N:13][NH:14][N:9]=2)=[N:6][CH:7]=1.